This data is from Peptide-MHC class II binding affinity with 134,281 pairs from IEDB. The task is: Regression. Given a peptide amino acid sequence and an MHC pseudo amino acid sequence, predict their binding affinity value. This is MHC class II binding data. (1) The peptide sequence is EKKYFAATQFENLAA. The MHC is HLA-DPA10301-DPB10402 with pseudo-sequence HLA-DPA10301-DPB10402. The binding affinity (normalized) is 0.954. (2) The peptide sequence is GKAKGSRAIWYMWLG. The MHC is DRB1_0801 with pseudo-sequence DRB1_0801. The binding affinity (normalized) is 0.363. (3) The peptide sequence is FWAVRGGGGESFGIV. The MHC is DRB1_1101 with pseudo-sequence DRB1_1101. The binding affinity (normalized) is 0.275. (4) The peptide sequence is SVKRSNGSAEVHRGA. The MHC is DRB1_1001 with pseudo-sequence DRB1_1001. The binding affinity (normalized) is 0.141. (5) The peptide sequence is YDKFLARVSTVLTGK. The MHC is DRB1_0401 with pseudo-sequence DRB1_0401. The binding affinity (normalized) is 0.748. (6) The peptide sequence is GELQIVHKIDAAFKI. The MHC is DRB1_1302 with pseudo-sequence DRB1_1302. The binding affinity (normalized) is 0.689. (7) The peptide sequence is DVLSQPMLPHTWDGS. The MHC is DRB3_0202 with pseudo-sequence DRB3_0202. The binding affinity (normalized) is 0.231. (8) The peptide sequence is VSSHNHIPGYKVQTN. The MHC is HLA-DQA10102-DQB10501 with pseudo-sequence HLA-DQA10102-DQB10501. The binding affinity (normalized) is 0.